Predict the reactants needed to synthesize the given product. From a dataset of Full USPTO retrosynthesis dataset with 1.9M reactions from patents (1976-2016). (1) Given the product [CH3:20][C:21]1[CH:22]=[C:23]([C:27]2[C:28]([C:33]([N:3]3[CH2:4][C@H:5]4[C@H:1]([CH2:6]4)[C@H:2]3[CH2:7][NH:8][C:9]([C:11]3[N:18]4[C:14]([S:15][CH:16]=[CH:17]4)=[N:13][C:12]=3[CH3:19])=[O:10])=[O:34])=[CH:29][CH:30]=[CH:31][CH:32]=2)[CH:24]=[CH:25][CH:26]=1, predict the reactants needed to synthesize it. The reactants are: [C@H:1]12[CH2:6][C@H:5]1[CH2:4][NH:3][C@@H:2]2[CH2:7][NH:8][C:9]([C:11]1[N:18]2[C:14]([S:15][CH:16]=[CH:17]2)=[N:13][C:12]=1[CH3:19])=[O:10].[CH3:20][C:21]1[CH:22]=[C:23]([C:27]2[C:28]([C:33](O)=[O:34])=[CH:29][CH:30]=[CH:31][CH:32]=2)[CH:24]=[CH:25][CH:26]=1. (2) Given the product [CH3:28][S:27]([C:22]1[N:23]=[CH:24][C:25]2[CH2:26][N:18]([C:16]3[CH:15]=[CH:14][N:13]=[C:12]([C:10]([NH:9][C:5]4[CH:6]=[CH:7][CH:8]=[C:3]([C:2]([F:1])([F:29])[F:30])[CH:4]=4)=[O:11])[CH:17]=3)[CH2:19][C:20]=2[N:21]=1)=[O:32].[CH3:44][S:39]([C:22]1[N:23]=[CH:24][C:25]2[CH2:26][N:18]([C:16]3[CH:15]=[CH:14][N:13]=[C:12]([C:10]([NH:9][C:5]4[CH:6]=[CH:7][CH:8]=[C:3]([C:2]([F:29])([F:1])[F:30])[CH:4]=4)=[O:11])[CH:17]=3)[CH2:19][C:20]=2[N:21]=1)(=[O:42])=[O:40], predict the reactants needed to synthesize it. The reactants are: [F:1][C:2]([F:30])([F:29])[C:3]1[CH:4]=[C:5]([NH:9][C:10]([C:12]2[CH:17]=[C:16]([N:18]3[CH2:26][C:25]4[CH:24]=[N:23][C:22]([S:27][CH3:28])=[N:21][C:20]=4[CH2:19]3)[CH:15]=[CH:14][N:13]=2)=[O:11])[CH:6]=[CH:7][CH:8]=1.S([O-])(O[O-])(=O)=[O:32].[K+].[K+].[S:39](=[O:42])(O)[O-:40].[Na+].[C:44](=O)(O)[O-].[Na+]. (3) Given the product [Br:23][CH2:24][CH2:25][CH2:26][C:7]([CH3:14])([C:1]1[CH:6]=[CH:5][CH:4]=[CH:3][CH:2]=1)[C:8]([O:10][CH2:11][CH3:12])=[O:9], predict the reactants needed to synthesize it. The reactants are: [C:1]1([CH2:7][C:8]([O:10][CH2:11][CH3:12])=[O:9])[CH:6]=[CH:5][CH:4]=[CH:3][CH:2]=1.[Li+].[CH3:14]C([N-]C(C)C)C.CI.[Br:23][CH2:24][CH2:25][CH2:26]Br.[NH4+].[Cl-].Cl.